This data is from Forward reaction prediction with 1.9M reactions from USPTO patents (1976-2016). The task is: Predict the product of the given reaction. (1) Given the reactants Cl[C:2]1[S:3][CH:4]=[CH:5][N:6]=1.[NH2:7][C:8]1[CH:13]=[CH:12][C:11]([OH:14])=[C:10]([CH3:15])[CH:9]=1.[OH-].[K+], predict the reaction product. The product is: [CH3:15][C:10]1[CH:9]=[C:8]([CH:13]=[CH:12][C:11]=1[O:14][C:2]1[S:3][CH:4]=[CH:5][N:6]=1)[NH2:7]. (2) Given the reactants [CH2:1]([N:4]([C:11]([O:13][CH2:14][C:15]1[CH:20]=[CH:19][CH:18]=[CH:17][CH:16]=1)=[O:12])[C:5]1[CH:10]=[CH:9][CH:8]=[CH:7][CH:6]=1)[CH:2]=[CH2:3].ClC1C=CC=C(C(OO)=[O:29])C=1.S([O-])(O)=O.[Na+], predict the reaction product. The product is: [CH2:14]([O:13][C:11]([N:4]([CH2:1][CH:2]1[O:29][CH2:3]1)[C:5]1[CH:10]=[CH:9][CH:8]=[CH:7][CH:6]=1)=[O:12])[C:15]1[CH:20]=[CH:19][CH:18]=[CH:17][CH:16]=1. (3) Given the reactants [Cl-].[Al+3].[Cl-].[Cl-].Cl[C:6]([CH3:14])([CH2:8][CH2:9][C:10](Cl)([CH3:12])[CH3:11])[CH3:7].[Br:15][C:16]1[CH:21]=[CH:20][CH:19]=[CH:18][CH:17]=1, predict the reaction product. The product is: [Br:15][C:16]1[CH:21]=[C:20]2[C:19](=[CH:18][CH:17]=1)[C:10]([CH3:12])([CH3:11])[CH2:9][CH2:8][C:6]2([CH3:14])[CH3:7]. (4) Given the reactants [CH3:1][C:2]1[CH:7]=[CH:6][C:5]([NH:8][C:9](=[O:16])[CH2:10][N:11]2[CH2:15][CH2:14][CH2:13][CH2:12]2)=[CH:4][C:3]=1[N+:17]([O-])=O, predict the reaction product. The product is: [NH2:17][C:3]1[CH:4]=[C:5]([NH:8][C:9](=[O:16])[CH2:10][N:11]2[CH2:12][CH2:13][CH2:14][CH2:15]2)[CH:6]=[CH:7][C:2]=1[CH3:1]. (5) Given the reactants [N:1]1[CH:6]=[CH:5][CH:4]=[C:3]([C:7]2[C:15]3[C:10](=[CH:11][CH:12]=[C:13]([C:16]#[N:17])[CH:14]=3)[NH:9][N:8]=2)[CH:2]=1.[N:18]([Sn](CCCC)(CCCC)CCCC)=[N+:19]=[N-:20], predict the reaction product. The product is: [N:1]1[CH:6]=[CH:5][CH:4]=[C:3]([C:7]2[C:15]3[C:10](=[CH:11][CH:12]=[C:13]([C:16]4[N:18]=[N:19][NH:20][N:17]=4)[CH:14]=3)[NH:9][N:8]=2)[CH:2]=1. (6) Given the reactants [C@@H]1([N:10]2[C:20]3[N:19]=[C:17]([NH2:18])[NH:16][C:14](=[O:15])[C:13]=3[N:12]=[CH:11]2)O[C@H](CO)[C@@H](O)[C@H]1O.[CH2:21](Br)[C:22]1[CH:27]=[CH:26][CH:25]=[CH:24][CH:23]=1.[ClH:29].CO, predict the reaction product. The product is: [ClH:29].[NH2:18][C:17]1[NH:16][C:14](=[O:15])[C:13]2[N:12]([CH2:21][C:22]3[CH:27]=[CH:26][CH:25]=[CH:24][CH:23]=3)[CH:11]=[N:10][C:20]=2[N:19]=1. (7) Given the reactants [CH3:1][C:2]1[CH:3]=[C:4]([N:8]2[N:12]=[N:11][C:10]([C@H:13]([OH:15])[CH3:14])=[N:9]2)[CH:5]=[CH:6][CH:7]=1.[CH3:16][N:17]1[C:21](S(C)(=O)=O)=[N:20][N:19]=[C:18]1[C:26]1[N:31]=[CH:30][CH:29]=[CH:28][N:27]=1.C(=O)([O-])[O-].[Cs+].[Cs+], predict the reaction product. The product is: [CH3:16][N:17]1[C:21]([O:15][C@@H:13]([C:10]2[N:11]=[N:12][N:8]([C:4]3[CH:5]=[CH:6][CH:7]=[C:2]([CH3:1])[CH:3]=3)[N:9]=2)[CH3:14])=[N:20][N:19]=[C:18]1[C:26]1[N:31]=[CH:30][CH:29]=[CH:28][N:27]=1.